Dataset: Full USPTO retrosynthesis dataset with 1.9M reactions from patents (1976-2016). Task: Predict the reactants needed to synthesize the given product. (1) Given the product [Br:1][C:2]1[CH:3]=[C:4]2[C:9](=[C:10]([Cl:20])[C:11]=1[O:12][CH3:13])[O:8][C:7]([CH3:14])([CH3:15])[CH2:6][C:5]2=[O:16], predict the reactants needed to synthesize it. The reactants are: [Br:1][C:2]1[CH:3]=[C:4]2[C:9](=[CH:10][C:11]=1[O:12][CH3:13])[O:8][C:7]([CH3:15])([CH3:14])[CH2:6][C:5]2=[O:16].S(Cl)([Cl:20])(=O)=O.N1C=CC=CC=1. (2) Given the product [CH3:17][C:3]1[CH:4]=[C:5]([O:9][CH2:10][CH2:11][CH2:12][S:13]([CH3:16])(=[O:15])=[O:14])[CH:6]=[C:7]([CH3:8])[C:2]=1[C:24]1[CH:23]=[CH:22][CH:21]=[C:20]([CH2:19][OH:18])[CH:25]=1, predict the reactants needed to synthesize it. The reactants are: Br[C:2]1[C:7]([CH3:8])=[CH:6][C:5]([O:9][CH2:10][CH2:11][CH2:12][S:13]([CH3:16])(=[O:15])=[O:14])=[CH:4][C:3]=1[CH3:17].[OH:18][CH2:19][C:20]1[CH:21]=[C:22](B(O)O)[CH:23]=[CH:24][CH:25]=1.P([O-])([O-])([O-])=O.[K+].[K+].[K+].C(OCC)(=O)C. (3) The reactants are: [Cl:1][C:2]1[CH:3]=[CH:4][CH:5]=[C:6]2[C:11]=1[N:10]=[CH:9][NH:8][C:7]2=O.CN(C=O)C.S(Cl)([Cl:20])=O. Given the product [Cl:20][C:7]1[C:6]2[C:11](=[C:2]([Cl:1])[CH:3]=[CH:4][CH:5]=2)[N:10]=[CH:9][N:8]=1, predict the reactants needed to synthesize it. (4) Given the product [Cl:1][C:2]1[CH:3]=[CH:4][C:5]([S:8]([CH:11]2[C:20]3[C:15](=[C:16]([F:22])[CH:17]=[CH:18][C:19]=3[F:21])[O:14][CH2:13][CH:12]2[CH2:23][S:29][CH2:30][CH2:31][OH:32])(=[O:9])=[O:10])=[CH:6][CH:7]=1, predict the reactants needed to synthesize it. The reactants are: [Cl:1][C:2]1[CH:7]=[CH:6][C:5]([S:8]([CH:11]2[C:20]3[C:15](=[C:16]([F:22])[CH:17]=[CH:18][C:19]=3[F:21])[O:14][CH2:13][CH:12]2[CH2:23]OS(C)(=O)=O)(=[O:10])=[O:9])=[CH:4][CH:3]=1.[SH:29][CH2:30][CH2:31][OH:32].[OH-].[Na+]. (5) Given the product [Cl:1][C:2]1[CH:8]=[C:7]([O:9][C:10]2[C:11]3[N:18]([CH3:19])[CH:17]=[CH:16][C:12]=3[N:13]=[CH:14][N:15]=2)[CH:6]=[CH:5][C:3]=1[NH:4][C:40]([NH:39][C:29]1[C:30]([C:33]2[CH:38]=[CH:37][CH:36]=[CH:35][CH:34]=2)=[N:31][O:32][C:28]=1[CH3:27])=[O:41], predict the reactants needed to synthesize it. The reactants are: [Cl:1][C:2]1[CH:8]=[C:7]([O:9][C:10]2[C:11]3[N:18]([CH3:19])[CH:17]=[CH:16][C:12]=3[N:13]=[CH:14][N:15]=2)[CH:6]=[CH:5][C:3]=1[NH2:4].C(N(CC)CC)C.[CH3:27][C:28]1[O:32][N:31]=[C:30]([C:33]2[CH:38]=[CH:37][CH:36]=[CH:35][CH:34]=2)[C:29]=1[N:39]=[C:40]=[O:41]. (6) The reactants are: [OH:1][C:2]1[CH:7]=[CH:6][CH:5]=[CH:4][C:3]=1/[CH:8]=[C:9]1/[C:10](=[O:15])[NH:11][C:12](=S)[S:13]/1.[NH:16]1[CH2:21][CH2:20][NH:19][CH2:18][CH2:17]1. Given the product [OH:1][C:2]1[CH:7]=[CH:6][CH:5]=[CH:4][C:3]=1/[CH:8]=[C:9]1/[C:10](=[O:15])[N:11]=[C:12]([N:16]2[CH2:21][CH2:20][NH:19][CH2:18][CH2:17]2)[S:13]/1, predict the reactants needed to synthesize it.